Dataset: Catalyst prediction with 721,799 reactions and 888 catalyst types from USPTO. Task: Predict which catalyst facilitates the given reaction. (1) Reactant: [C:1]([C:4]1[C:9]([C:10]2[CH:15]=[CH:14][CH:13]=[CH:12][CH:11]=2)=[N:8][N:7]([CH2:16][CH3:17])[C:6](=[O:18])[C:5]=1[N+:19]([O-])=O)(=[O:3])[CH3:2].N[C:23]1[CH:32]=[CH:31][C:30]([OH:33])=[C:29]2[C:24]=1[CH:25]=[CH:26][CH:27]=[N:28]2. Product: [C:1]([C:4]1[C:9]([C:10]2[CH:15]=[CH:14][CH:13]=[CH:12][CH:11]=2)=[N:8][N:7]([CH2:16][CH3:17])[C:6](=[O:18])[C:5]=1[NH:19][C:23]1[CH:32]=[CH:31][C:30]([OH:33])=[C:29]2[C:24]=1[CH:25]=[CH:26][CH:27]=[N:28]2)(=[O:3])[CH3:2]. The catalyst class is: 8. (2) Reactant: [C:1]([NH:4][CH2:5][CH2:6][CH2:7][S:8]([O:11][CH2:12][C:13]([NH:16]C(OC(C)(C)C)=O)([CH3:15])[CH3:14])(=[O:10])=[O:9])(=[O:3])[CH3:2].[F:24][C:25]([F:30])([F:29])[C:26]([OH:28])=[O:27]. Product: [F:24][C:25]([F:30])([F:29])[C:26]([OH:28])=[O:27].[C:1]([NH:4][CH2:5][CH2:6][CH2:7][S:8]([O:11][CH2:12][C:13]([NH2:16])([CH3:15])[CH3:14])(=[O:10])=[O:9])(=[O:3])[CH3:2]. The catalyst class is: 4. (3) Reactant: F[C:2]1[CH:3]=[CH:4][C:5]([N+:9]([O-:11])=[O:10])=[C:6]([CH:8]=1)[NH2:7].[CH3:12][C@H:13]1[NH:18][CH2:17][C@H:16]([CH2:19][N:20]([CH3:22])[CH3:21])[O:15][CH2:14]1.C(N(CC)CC)C.CN1C(=O)CCC1. Product: [NH2:7][C:6]1[CH:8]=[C:2]([N:18]2[C@H:13]([CH3:12])[CH2:14][O:15][C@H:16]([CH2:19][N:20]([CH3:21])[CH3:22])[CH2:17]2)[CH:3]=[CH:4][C:5]=1[N+:9]([O-:11])=[O:10]. The catalyst class is: 2. (4) Reactant: [Cl:1][C:2]1[CH:3]=[C:4]([CH:18]=[CH:19][C:20]=1[CH:21]([CH3:40])[C:22]([OH:39])([C:27]1[CH:28]=[CH:29][C:30]2[O:35][CH2:34][C:33](=[O:36])[N:32]([CH3:37])[C:31]=2[CH:38]=1)[C:23]([F:26])([F:25])[F:24])[O:5][C:6]1[CH:13]=[CH:12][C:9]([CH:10]=[O:11])=[C:8]([C:14]([F:17])([F:16])[F:15])[CH:7]=1.CC(=CC)C.Cl([O-])=[O:47].[Na+].P([O-])(O)(O)=O.[Na+].Cl. Product: [Cl:1][C:2]1[CH:3]=[C:4]([CH:18]=[CH:19][C:20]=1[CH:21]([CH3:40])[C:22]([OH:39])([C:27]1[CH:28]=[CH:29][C:30]2[O:35][CH2:34][C:33](=[O:36])[N:32]([CH3:37])[C:31]=2[CH:38]=1)[C:23]([F:24])([F:26])[F:25])[O:5][C:6]1[CH:13]=[CH:12][C:9]([C:10]([OH:47])=[O:11])=[C:8]([C:14]([F:16])([F:17])[F:15])[CH:7]=1. The catalyst class is: 371. (5) Reactant: C([Li])CCC.Br[C:7]1[CH:12]=[CH:11][C:10]([S:13]([CH:16]2[CH2:18][CH2:17]2)(=[O:15])=[O:14])=[C:9]([Cl:19])[CH:8]=1.[B:20](OC(C)C)([O:25]C(C)C)[O:21]C(C)C.Cl. Product: [Cl:19][C:9]1[CH:8]=[C:7]([B:20]([OH:25])[OH:21])[CH:12]=[CH:11][C:10]=1[S:13]([CH:16]1[CH2:18][CH2:17]1)(=[O:15])=[O:14]. The catalyst class is: 7.